This data is from Catalyst prediction with 721,799 reactions and 888 catalyst types from USPTO. The task is: Predict which catalyst facilitates the given reaction. Reactant: [F:1][C:2]1[CH:3]=[C:4]([CH:7]=[CH:8][C:9]=1[CH2:10][C:11]1[CH:12]=[C:13]2[C:17](=[C:18]([CH3:21])[C:19]=1[CH3:20])[CH2:16][N:15]([C@H:22]1[C@H:27]([OH:28])[CH2:26][CH2:25][O:24][CH2:23]1)[C:14]2=[O:29])[C:5]#[N:6].C(=O)([O-])[O-:31].[K+].[K+].OO. Product: [F:1][C:2]1[CH:3]=[C:4]([CH:7]=[CH:8][C:9]=1[CH2:10][C:11]1[CH:12]=[C:13]2[C:17](=[C:18]([CH3:21])[C:19]=1[CH3:20])[CH2:16][N:15]([C@H:22]1[C@H:27]([OH:28])[CH2:26][CH2:25][O:24][CH2:23]1)[C:14]2=[O:29])[C:5]([NH2:6])=[O:31]. The catalyst class is: 58.